Dataset: NCI-60 drug combinations with 297,098 pairs across 59 cell lines. Task: Regression. Given two drug SMILES strings and cell line genomic features, predict the synergy score measuring deviation from expected non-interaction effect. Cell line: SF-295. Drug 2: CC12CCC3C(C1CCC2OP(=O)(O)O)CCC4=C3C=CC(=C4)OC(=O)N(CCCl)CCCl.[Na+]. Synergy scores: CSS=81.2, Synergy_ZIP=-3.21, Synergy_Bliss=-5.09, Synergy_Loewe=-6.38, Synergy_HSA=-2.61. Drug 1: CCC1(C2=C(COC1=O)C(=O)N3CC4=CC5=C(C=CC(=C5CN(C)C)O)N=C4C3=C2)O.Cl.